Dataset: Forward reaction prediction with 1.9M reactions from USPTO patents (1976-2016). Task: Predict the product of the given reaction. Given the reactants COC1C=CC([CH:9]([C:11]2[CH:16]=[C:15]([O:17][CH3:18])[C:14]([O:19][CH3:20])=[C:13]([O:21][CH3:22])[CH:12]=2)[OH:10])=CC=1[N+]([O-])=O.COC1C=C(Br)C=C(OC)C=1OC.[Mg].[CH3:40][O:41][C:42]1[CH:43]=[C:44]([CH:47]=[CH:48][C:49]=1[N+:50]([O-:52])=[O:51])C=O, predict the reaction product. The product is: [CH3:40][O:41][C:42]1[CH:43]=[C:44]([CH:9]([C:11]2[CH:12]=[C:13]([O:21][CH3:22])[C:14]([O:19][CH3:20])=[C:15]([O:17][CH3:18])[CH:16]=2)[OH:10])[CH:47]=[CH:48][C:49]=1[N+:50]([O-:52])=[O:51].